From a dataset of Reaction yield outcomes from USPTO patents with 853,638 reactions. Predict the reaction yield, written as a fraction of the theoretical maximum amount of product (1.0 means a 100% yield; for example, 0.34 means a 34% yield). The reactants are [N-]=[N+:2]=[N-:3].[Na+].CS(Cl)(=O)=O.[C:10]1(=[O:20])[C:18]2[C:13](=[CH:14][CH:15]=[CH:16][CH:17]=2)[C:12](=[O:19])[CH2:11]1.C(=O)([O-])[O-].[Cs+].[Cs+]. The catalyst is CC#N. The product is [N+:2](=[C:11]1[C:10](=[O:20])[C:18]2[C:13](=[CH:14][CH:15]=[CH:16][CH:17]=2)[C:12]1=[O:19])=[N-:3]. The yield is 0.420.